The task is: Predict which catalyst facilitates the given reaction.. This data is from Catalyst prediction with 721,799 reactions and 888 catalyst types from USPTO. (1) Reactant: [Cl:1][C:2]1[CH:21]=[CH:20][C:5]([CH2:6][NH:7][C:8]([C:10]2[C:11]([OH:19])=[C:12]3[S:18][CH:17]=[CH:16][C:13]3=[N:14][CH:15]=2)=[O:9])=[CH:4][CH:3]=1.C(=O)([O-])[O-].[K+].[K+].I[CH2:29][CH3:30].O. Product: [Cl:1][C:2]1[CH:3]=[CH:4][C:5]([CH2:6][NH:7][C:8]([C:10]2[C:11](=[O:19])[C:12]3[S:18][CH:17]=[CH:16][C:13]=3[N:14]([CH2:29][CH3:30])[CH:15]=2)=[O:9])=[CH:20][CH:21]=1. The catalyst class is: 3. (2) Reactant: [OH:1][C:2]1[CH:11]=[C:10]2[C:5]([C:6]([CH3:13])=[CH:7][C:8](=[O:12])[O:9]2)=[CH:4][CH:3]=1. Product: [OH:1][C:2]1[CH:11]=[C:10]2[C:5]([CH:6]([CH3:13])[CH2:7][C:8](=[O:12])[O:9]2)=[CH:4][CH:3]=1. The catalyst class is: 285. (3) Reactant: [CH:1]1([CH:7]([NH:19][C:20]2[CH:25]=[CH:24][C:23]([C:26]([N:28]([CH3:36])[CH2:29][CH2:30][C:31]([O:33][CH2:34][CH3:35])=[O:32])=[O:27])=[CH:22][CH:21]=2)[C:8]2[O:9][C:10]3[CH:17]=[CH:16][C:15]([OH:18])=[CH:14][C:11]=3[C:12]=2[CH3:13])[CH2:6][CH2:5][CH2:4][CH2:3][CH2:2]1.[N:37]1[CH:42]=[CH:41][C:40]([CH2:43]O)=[CH:39][CH:38]=1.C(P(CCCC)CCCC)CCC.N(C(N1CCCCC1)=O)=NC(N1CCCCC1)=O. Product: [CH:1]1([CH:7]([NH:19][C:20]2[CH:21]=[CH:22][C:23]([C:26]([N:28]([CH3:36])[CH2:29][CH2:30][C:31]([O:33][CH2:34][CH3:35])=[O:32])=[O:27])=[CH:24][CH:25]=2)[C:8]2[O:9][C:10]3[CH:17]=[CH:16][C:15]([O:18][CH2:43][C:40]4[CH:41]=[CH:42][N:37]=[CH:38][CH:39]=4)=[CH:14][C:11]=3[C:12]=2[CH3:13])[CH2:6][CH2:5][CH2:4][CH2:3][CH2:2]1. The catalyst class is: 7. (4) The catalyst class is: 2. Product: [CH3:1][C:2]1[CH:7]=[C:6]([C@@H:8]([NH2:10])[CH3:9])[N:5]=[CH:4][C:3]=1[C:18]1[CH:23]=[CH:22][N:21]=[C:20]([C:24]([F:26])([F:27])[F:25])[CH:19]=1. Reactant: [CH3:1][C:2]1[CH:7]=[C:6]([C@@H:8]([NH:10]C(=O)OC(C)(C)C)[CH3:9])[N:5]=[CH:4][C:3]=1[C:18]1[CH:23]=[CH:22][N:21]=[C:20]([C:24]([F:27])([F:26])[F:25])[CH:19]=1.FC(F)(F)C(O)=O. (5) Reactant: [Cl:1][C:2]1[N:10]=[C:9]2[C:5]([N:6]=[C:7]([CH2:12][CH:13]=O)[N:8]2[CH3:11])=[C:4]([N:15]2[CH2:20][CH2:19][O:18][CH2:17][CH2:16]2)[N:3]=1.[CH:21]([CH:24]1[NH:29][C:28](=[O:30])[CH2:27][NH:26][CH2:25]1)([CH3:23])[CH3:22].C(O[BH-](OC(=O)C)OC(=O)C)(=O)C.[Na+]. The catalyst class is: 26. Product: [Cl:1][C:2]1[N:10]=[C:9]2[C:5]([N:6]=[C:7]([CH2:12][CH2:13][N:26]3[CH2:25][CH:24]([CH:21]([CH3:23])[CH3:22])[NH:29][C:28](=[O:30])[CH2:27]3)[N:8]2[CH3:11])=[C:4]([N:15]2[CH2:20][CH2:19][O:18][CH2:17][CH2:16]2)[N:3]=1.